From a dataset of Experimentally validated miRNA-target interactions with 360,000+ pairs, plus equal number of negative samples. Binary Classification. Given a miRNA mature sequence and a target amino acid sequence, predict their likelihood of interaction. The miRNA is hsa-miR-25-3p with sequence CAUUGCACUUGUCUCGGUCUGA. The protein sequence of the target gene is MKPHFRNTVERMYRDTFSYNFYNRPILSRRNTVWLCYEVKTKGPSRPRLDAKIFRGQVYSQPEHHAEMCFLSWFCGNQLPAYKCFQITWFVSWTPCPDCVAKLAEFLAEHPNVTLTISAARLYYYWERDYRRALCRLSQAGARVKIMDDEEFAYCWENFVYSEGQPFMPWYKFDDNYAFLHRTLKEILRNPMEAMYPHIFYFHFKNLRKAYGRNESWLCFTMEVVKHHSPVSWKRGVFRNQVDPETHCHAERCFLSWFCDDILSPNTNYEVTWYTSWSPCPECAGEVAEFLARHSNVNLT.... Result: 1 (interaction).